Dataset: Full USPTO retrosynthesis dataset with 1.9M reactions from patents (1976-2016). Task: Predict the reactants needed to synthesize the given product. (1) Given the product [F:1][C:2]1[C:7]([C:8]2[N:13]=[C:12]([CH3:14])[N:11]=[CH:10][N:9]=2)=[CH:6][C:5]([CH2:17][N:18]2[CH2:19][CH2:20][N:21]([S:24]([CH3:27])(=[O:26])=[O:25])[CH2:22][CH2:23]2)=[CH:4][N:3]=1, predict the reactants needed to synthesize it. The reactants are: [F:1][C:2]1[C:7]([C:8]2[N:13]=[C:12]([CH3:14])[N:11]=[C:10](SC)[N:9]=2)=[CH:6][C:5]([CH2:17][N:18]2[CH2:23][CH2:22][N:21]([S:24]([CH3:27])(=[O:26])=[O:25])[CH2:20][CH2:19]2)=[CH:4][N:3]=1.CCO. (2) Given the product [CH2:31]([NH:38][C@H:17]1[CH2:18][O:19][C@@H:13]2[C@@H:12]([NH:38][CH2:31][C:32]3[CH:37]=[CH:36][CH:35]=[CH:34][CH:33]=3)[CH2:16][O:15][C@H:14]12)[C:32]1[CH:37]=[CH:36][CH:35]=[CH:34][CH:33]=1, predict the reactants needed to synthesize it. The reactants are: CC1C=CC(S(O[C@@H:12]2[CH2:16][O:15][C@@H:14]3[C@H:17](OS(C4C=CC(C)=CC=4)(=O)=O)[CH2:18][O:19][C@H:13]23)(=O)=O)=CC=1.[CH2:31]([NH2:38])[C:32]1[CH:37]=[CH:36][CH:35]=[CH:34][CH:33]=1. (3) The reactants are: Br[C:2]1[S:6][C:5]([N:7]2[CH2:12][CH2:11][O:10][CH2:9][CH2:8]2)=[N:4][CH:3]=1.[S:13]1[C:17]2[CH:18]=[CH:19][CH:20]=[CH:21][C:16]=2[N:15]=[C:14]1[C:22]1[C:23]([NH2:37])=[N:24][CH:25]=[C:26](B2OC(C)(C)C(C)(C)O2)[CH:27]=1.C(=O)([O-])[O-].[K+].[K+]. Given the product [S:13]1[C:17]2[CH:18]=[CH:19][CH:20]=[CH:21][C:16]=2[N:15]=[C:14]1[C:22]1[C:23]([NH2:37])=[N:24][CH:25]=[C:26]([C:2]2[S:6][C:5]([N:7]3[CH2:12][CH2:11][O:10][CH2:9][CH2:8]3)=[N:4][CH:3]=2)[CH:27]=1, predict the reactants needed to synthesize it. (4) Given the product [Cl:9][C:3]1[C:2]([C:10]2([OH:14])[CH2:13][CH2:12][CH2:11]2)=[CH:7][CH:6]=[C:5]([CH3:8])[N:4]=1, predict the reactants needed to synthesize it. The reactants are: Br[C:2]1[C:3]([Cl:9])=[N:4][C:5]([CH3:8])=[CH:6][CH:7]=1.[C:10]1(=[O:14])[CH2:13][CH2:12][CH2:11]1.O. (5) Given the product [CH2:15]([N:22]1[CH2:13][CH2:12][P:3](=[O:14])([CH2:4][C:5]2[CH:10]=[CH:9][C:8]([F:11])=[CH:7][CH:6]=2)[CH2:1][CH2:2]1)[C:16]1[CH:21]=[CH:20][CH:19]=[CH:18][CH:17]=1, predict the reactants needed to synthesize it. The reactants are: [CH:1]([P:3](=[O:14])([CH:12]=[CH2:13])[CH2:4][C:5]1[CH:10]=[CH:9][C:8]([F:11])=[CH:7][CH:6]=1)=[CH2:2].[CH2:15]([NH2:22])[C:16]1[CH:21]=[CH:20][CH:19]=[CH:18][CH:17]=1. (6) Given the product [Br:1][C:2]1[CH:3]=[C:4]([C:8]2[C:12]3[C:13]4[C:18](=[CH:17][CH:16]=[CH:15][CH:14]=4)[C:19]4[C:24](=[CH:23][CH:22]=[CH:21][CH:20]=4)[C:11]=3[C:10]([C:25]3[CH:30]=[CH:29][CH:28]=[C:27]([Br:31])[CH:26]=3)=[CH:33][CH:32]=2)[CH:5]=[CH:6][CH:7]=1, predict the reactants needed to synthesize it. The reactants are: [Br:1][C:2]1[CH:3]=[C:4]([C:8]2O[C:10]([C:25]3[CH:30]=[CH:29][CH:28]=[C:27]([Br:31])[CH:26]=3)=[C:11]3[C:24]4[CH:23]=[CH:22][CH:21]=[CH:20][C:19]=4[C:18]4[C:13](=[CH:14][CH:15]=[CH:16][CH:17]=4)[C:12]=23)[CH:5]=[CH:6][CH:7]=1.[C:32]12CC(CC1)=C[CH:33]=2. (7) Given the product [Br:20][CH2:17][CH:15]([OH:16])[CH2:14][O:13][C:12]1[CH:18]=[CH:19][C:9]([CH2:1][CH2:2][CH2:3][CH2:4][CH2:5][CH2:6][CH2:7][CH3:8])=[CH:10][CH:11]=1, predict the reactants needed to synthesize it. The reactants are: [CH2:1]([C:9]1[CH:19]=[CH:18][C:12]([O:13][CH2:14][CH:15]2[CH2:17][O:16]2)=[CH:11][CH:10]=1)[CH2:2][CH2:3][CH2:4][CH2:5][CH2:6][CH2:7][CH3:8].[Br-:20].[Li+].